From a dataset of Reaction yield outcomes from USPTO patents with 853,638 reactions. Predict the reaction yield, written as a fraction of the theoretical maximum amount of product (1.0 means a 100% yield; for example, 0.34 means a 34% yield). (1) The reactants are [NH2:1][C:2]1[C:3]2[N:4]([C:8]([CH:18]3[CH2:21][CH2:20][CH2:19]3)=[N:9][C:10]=2[C:11]2[CH:12]=[C:13]([OH:17])[CH:14]=[CH:15][CH:16]=2)[CH:5]=[CH:6][N:7]=1.[C:22](=O)([O-:24])[O-:23].[Cs+].[Cs+].Br[CH2:29][CH2:30][OH:31].C([O-])(O)=O.[Na+]. The catalyst is CN(C=O)C. The product is [CH:22]([OH:24])=[O:23].[NH2:1][C:2]1[C:3]2[N:4]([C:8]([CH:18]3[CH2:21][CH2:20][CH2:19]3)=[N:9][C:10]=2[C:11]2[CH:12]=[C:13]([CH:14]=[CH:15][CH:16]=2)[O:17][CH2:29][CH2:30][OH:31])[CH:5]=[CH:6][N:7]=1. The yield is 0.120. (2) The reactants are [Cl-].[CH2:2]([N+:6]1[CH:10]=[CH:9][N:8]([CH3:11])[CH:7]=1)[CH2:3][CH2:4][CH3:5].[C:12]([O-:17])(=[O:16])[CH2:13][CH2:14][CH3:15].[Na+]. The catalyst is O. The product is [C:12]([O-:17])(=[O:16])[CH2:13][CH2:14][CH3:15].[CH2:2]([N+:6]1[CH:10]=[CH:9][N:8]([CH3:11])[CH:7]=1)[CH2:3][CH2:4][CH3:5]. The yield is 0.970. (3) The reactants are [NH2:1][C:2]1[CH:31]=[CH:30][C:5]([CH2:6][C:7]2[NH:15][C:14]3[C:13](=[O:16])[N:12]([CH2:17][C:18]4[CH:23]=[CH:22][CH:21]=[CH:20][C:19]=4[F:24])[C:11](=[O:25])[N:10]([CH2:26][CH:27]4[CH2:29][CH2:28]4)[C:9]=3[N:8]=2)=[CH:4][CH:3]=1.[CH3:32][N:33]([CH2:35][C:36](O)=[O:37])[CH3:34].C(N(CC)C(C)C)(C)C. The catalyst is CN(C)C=O. The product is [CH:27]1([CH2:26][N:10]2[C:9]3[N:8]=[C:7]([CH2:6][C:5]4[CH:4]=[CH:3][C:2]([NH:1][C:36](=[O:37])[CH2:35][N:33]([CH3:34])[CH3:32])=[CH:31][CH:30]=4)[NH:15][C:14]=3[C:13](=[O:16])[N:12]([CH2:17][C:18]3[CH:23]=[CH:22][CH:21]=[CH:20][C:19]=3[F:24])[C:11]2=[O:25])[CH2:28][CH2:29]1. The yield is 0.443. (4) The reactants are CC(OC(/N=N/C(OC(C)C)=O)=O)C.[F:15][C:16]([F:34])([F:33])[C:17]1[N:21]2[N:22]=[C:23]([N:26]3[CH2:31][CH2:30][CH:29]([OH:32])[CH2:28][CH2:27]3)[CH:24]=[CH:25][C:20]2=[N:19][N:18]=1.O[C:36]1[CH:46]=[CH:45][C:39]([C:40]([O:42][CH2:43][CH3:44])=[O:41])=[CH:38][CH:37]=1.C1(P(C2C=CC=CC=2)C2C=CC=CC=2)C=CC=CC=1. The catalyst is C1COCC1. The product is [F:34][C:16]([F:15])([F:33])[C:17]1[N:21]2[N:22]=[C:23]([N:26]3[CH2:31][CH2:30][CH:29]([O:32][C:36]4[CH:46]=[CH:45][C:39]([C:40]([O:42][CH2:43][CH3:44])=[O:41])=[CH:38][CH:37]=4)[CH2:28][CH2:27]3)[CH:24]=[CH:25][C:20]2=[N:19][N:18]=1. The yield is 0.490. (5) The reactants are [F:1][C:2]([F:20])([F:19])[C:3]1[CH:4]=[C:5]([C:9]2[N:18]=[C:17]3[C:12]([CH2:13][CH2:14][CH2:15][NH:16]3)=[CH:11][CH:10]=2)[CH:6]=[CH:7][CH:8]=1.ClC(Cl)(O[C:25](=[O:31])OC(Cl)(Cl)Cl)Cl.[CH3:33][C:34]1[CH:35]=[C:36]([NH2:40])[CH:37]=[N:38][CH:39]=1.C(=O)(O)[O-].[Na+]. The catalyst is C1COCC1.ClCCl. The product is [CH3:33][C:34]1[CH:35]=[C:36]([NH:40][C:25]([N:16]2[C:17]3[C:12](=[CH:11][CH:10]=[C:9]([C:5]4[CH:6]=[CH:7][CH:8]=[C:3]([C:2]([F:1])([F:19])[F:20])[CH:4]=4)[N:18]=3)[CH2:13][CH2:14][CH2:15]2)=[O:31])[CH:37]=[N:38][CH:39]=1. The yield is 0.270.